From a dataset of Reaction yield outcomes from USPTO patents with 853,638 reactions. Predict the reaction yield, written as a fraction of the theoretical maximum amount of product (1.0 means a 100% yield; for example, 0.34 means a 34% yield). The reactants are [CH:1]1([NH2:7])[CH2:6][CH2:5][CH2:4][CH2:3][CH2:2]1.C([O:10][C:11]([C:13]1[C:14](=[O:32])[N:15]([CH2:25][C:26]2[CH:31]=[CH:30][CH:29]=[CH:28][CH:27]=2)[C:16]2[C:21]([C:22]=1[OH:23])=[CH:20][C:19]([Cl:24])=[CH:18][CH:17]=2)=O)C. The catalyst is C1(C)C=CC=CC=1.O. The product is [CH:1]1([NH:7][C:11]([C:13]2[C:14](=[O:32])[N:15]([CH2:25][C:26]3[CH:31]=[CH:30][CH:29]=[CH:28][CH:27]=3)[C:16]3[C:21]([C:22]=2[OH:23])=[CH:20][C:19]([Cl:24])=[CH:18][CH:17]=3)=[O:10])[CH2:6][CH2:5][CH2:4][CH2:3][CH2:2]1. The yield is 0.960.